From a dataset of Full USPTO retrosynthesis dataset with 1.9M reactions from patents (1976-2016). Predict the reactants needed to synthesize the given product. Given the product [Br-:10].[C:16]([CH2:15][CH2:14][CH2:13][CH2:12][CH2:11][N:3]1[C:2]([Cl:1])=[C:6]([Cl:7])[N+:5]([CH2:20][C:21]2[CH:30]=[CH:29][C:28]3[C:23](=[CH:24][CH:25]=[CH:26][CH:27]=3)[CH:22]=2)=[CH:4]1)([OH:18])=[O:17], predict the reactants needed to synthesize it. The reactants are: [Cl:1][C:2]1[N:3]=[CH:4][NH:5][C:6]=1[Cl:7].[OH-].[K+].[Br:10][CH2:11][CH2:12][CH2:13][CH2:14][CH2:15][C:16]([OH:18])=[O:17].Br[CH2:20][C:21]1[CH:30]=[CH:29][C:28]2[C:23](=[CH:24][CH:25]=[CH:26][CH:27]=2)[CH:22]=1.Br.